From a dataset of Experimentally validated miRNA-target interactions with 360,000+ pairs, plus equal number of negative samples. Binary Classification. Given a miRNA mature sequence and a target amino acid sequence, predict their likelihood of interaction. (1) The miRNA is mmu-miR-127-5p with sequence CUGAAGCUCAGAGGGCUCUGAU. The protein sequence of the target gene is MISRHLQNNLMSVDPASSQAMELSDVTLIEGVGNEVMVVAGVVVLILALVLAWLSTYVADSGSNQLLGAIVSAGDTSVLHLGHVDHLVAGQGNPEPTELPHPSEGNDEKAEEAGEGRGDSTGEAGAGGGVEPSLEHLLDIQGLPKRQAGAGSSSPEAPLRSEDSTCLPPSPGLITVRLKFLNDTEELAVARPEDTVGALKSKYFPGQESQMKLIYQGRLLQDPARTLRSLNITDNCVIHCHRSPPGSAVPGPSASLAPSATEPPSLGVNVGSLMVPVFVVLLGVVWYFRINYRQFFTAPA.... Result: 0 (no interaction). (2) The miRNA is hsa-miR-4755-3p with sequence AGCCAGGCUCUGAAGGGAAAGU. The protein sequence of the target gene is MLEEGVLPSPGPALPQEENTGEEGMAAGLLTAGPRGSTFFSSVTVAFAQERWRCLVSTPRDRFKEGIPGKSRSLVLLGLPVSQPGMNSQLEQREGAWMLEGEDLRSPSPGWKIISGSPPEQALSEASFQDPCVEMPPGDSDHGTSDLEKSFNLRPVLSPQQRVPVEARPRKCETHTESFKNSEILKPHRAKPYACNECGKAFSYCSSLSQHQKSHTGEKPYECSECGKAFSQSSSLIQHQRIHTGEKPYKCSECGRAFSQNANLTKHQRTHTGEKPYRCSECEKAFSDCSALVQHQRIHT.... Result: 0 (no interaction). (3) The miRNA is hsa-miR-619-3p with sequence GACCUGGACAUGUUUGUGCCCAGU. Result: 0 (no interaction). The protein sequence of the target gene is MAGKRSGWSRAALLQLLLGVNLVVMPPTRARSLRFVTLLYRHGDRSPVKTYPKDPYQEEEWPQGFGQLTKEGMLQHWELGQALRQRYHGFLNTSYHRQEVYVRSTDFDRTLMSAEANLAGLFPPNGMQRFNPNISWQPIPVHTVPITEDRLLKFPLGPCPRYEQLQNETRQTPEYQNESSRNAQFLDMVANETGLTDLTLETVWNVYDTLFCEQTHGLRLPPWASPQTMQRLSRLKDFSFRFLFGIYQQAEKARLQGGVLLAQIRKNLTLMATTSQLPKLLVYSAHDTTLVALQMALDVY.... (4) The miRNA is ath-miR1888a with sequence UAAGUUAAGAUUUGUGAAGAA. The protein sequence of the target gene is MAAAPGGSAPPAGPSPRLAFSTADSGGGMSGLNPGPAVPMKDHDAIKLFVGQIPRGLDEQDLKPLFEEFGRIYELTVLKDRLTGLHKGCAFLTYCARDSALKAQSALHEQKTLPGMNRPIQVKPAASEGRGEDRKLFVGMLGKQQGEEDVRRLFQPFGHIEECTVLRSPDGTSKGCAFVKFGSQGEAQAAIQGLHGSRTMTGASSSLVVKLADTDRERALRRMQQMAGQLGAFHPAPLPLGACGAYTTAILQHQAALLAAAQGPGLGQVAAVAAQMQHVAAFSLVAAPLLPAAANTSPGG.... Result: 0 (no interaction). (5) The miRNA is cel-miR-248 with sequence AUACACGUGCACGGAUAACGCUCA. The protein sequence of the target gene is MRVAGGRALSRGAELRVPGGAKHGMCLLLGATGVGKTLLVKRLQEVSSRDGKGDLGEPPPTRPTVGTNLTDIVAQRKITIRELGGCMGPIWSSYYGNCRSLLFVMDASDPTQLSASCVQLLGLLSAEQLAEASVLILFNKIDLPCYMSTEEMKSLIRLPDIIACAKQNITTAEISAREGTGLAGVLAWLQATHRAND. Result: 0 (no interaction). (6) The miRNA is mmu-miR-690 with sequence AAAGGCUAGGCUCACAACCAAA. The protein sequence of the target gene is MSGGKKKSSFQITSVTTDYEGPGSPGASDPPTPQPPTGPPPRLPNGEPSPDPGGKGTPRNGSPPPGAPSSRFRVVKLPHGLGEPYRRGRWTCVDVYERDLEPHSFGGLLEGIRGASGGAGGRSLDSRLELASLGLGAPTPPSGLSQGPTSWLRPPPTSPGPQARSFTGGLGQLVVPSKAKAEKPPLSASSPQQRPPEPETGESAGTSRAATPLPSLRVEAEAGGSGARTPPLSRRKAVDMRLRMELGAPEEMGQVPPLDSRPSSPALYFTHDASLVHKSPDPFGAVAAQKFSLAHSMLAI.... Result: 0 (no interaction).